From a dataset of NCI-60 drug combinations with 297,098 pairs across 59 cell lines. Regression. Given two drug SMILES strings and cell line genomic features, predict the synergy score measuring deviation from expected non-interaction effect. Drug 1: CC1=C(C(=O)C2=C(C1=O)N3CC4C(C3(C2COC(=O)N)OC)N4)N. Drug 2: CC1CCCC2(C(O2)CC(NC(=O)CC(C(C(=O)C(C1O)C)(C)C)O)C(=CC3=CSC(=N3)C)C)C. Cell line: HOP-92. Synergy scores: CSS=33.1, Synergy_ZIP=-0.217, Synergy_Bliss=0.906, Synergy_Loewe=-7.72, Synergy_HSA=-1.72.